From a dataset of NCI-60 drug combinations with 297,098 pairs across 59 cell lines. Regression. Given two drug SMILES strings and cell line genomic features, predict the synergy score measuring deviation from expected non-interaction effect. (1) Drug 1: CC12CCC(CC1=CCC3C2CCC4(C3CC=C4C5=CN=CC=C5)C)O. Drug 2: CNC(=O)C1=NC=CC(=C1)OC2=CC=C(C=C2)NC(=O)NC3=CC(=C(C=C3)Cl)C(F)(F)F. Cell line: HS 578T. Synergy scores: CSS=3.89, Synergy_ZIP=-8.72, Synergy_Bliss=-6.27, Synergy_Loewe=-20.4, Synergy_HSA=-9.84. (2) Drug 1: COC1=CC(=CC(=C1O)OC)C2C3C(COC3=O)C(C4=CC5=C(C=C24)OCO5)OC6C(C(C7C(O6)COC(O7)C8=CC=CS8)O)O. Drug 2: C(=O)(N)NO. Cell line: MOLT-4. Synergy scores: CSS=93.0, Synergy_ZIP=14.6, Synergy_Bliss=14.4, Synergy_Loewe=-2.96, Synergy_HSA=15.7. (3) Drug 1: C1CC(=O)NC(=O)C1N2CC3=C(C2=O)C=CC=C3N. Drug 2: CN(CC1=CN=C2C(=N1)C(=NC(=N2)N)N)C3=CC=C(C=C3)C(=O)NC(CCC(=O)O)C(=O)O. Cell line: SNB-19. Synergy scores: CSS=46.8, Synergy_ZIP=2.95, Synergy_Bliss=-1.17, Synergy_Loewe=-7.30, Synergy_HSA=0.893. (4) Drug 1: CCN(CC)CCNC(=O)C1=C(NC(=C1C)C=C2C3=C(C=CC(=C3)F)NC2=O)C. Drug 2: COCCOC1=C(C=C2C(=C1)C(=NC=N2)NC3=CC=CC(=C3)C#C)OCCOC. Cell line: T-47D. Synergy scores: CSS=38.8, Synergy_ZIP=16.4, Synergy_Bliss=16.0, Synergy_Loewe=-1.15, Synergy_HSA=14.2. (5) Drug 1: C1CCC(C1)C(CC#N)N2C=C(C=N2)C3=C4C=CNC4=NC=N3. Drug 2: CC1=CC2C(CCC3(C2CCC3(C(=O)C)OC(=O)C)C)C4(C1=CC(=O)CC4)C. Cell line: CCRF-CEM. Synergy scores: CSS=-1.39, Synergy_ZIP=-0.244, Synergy_Bliss=-2.30, Synergy_Loewe=-2.97, Synergy_HSA=-3.90. (6) Drug 1: COC1=C(C=C2C(=C1)N=CN=C2NC3=CC(=C(C=C3)F)Cl)OCCCN4CCOCC4. Drug 2: CC1C(C(CC(O1)OC2CC(CC3=C2C(=C4C(=C3O)C(=O)C5=C(C4=O)C(=CC=C5)OC)O)(C(=O)C)O)N)O.Cl. Cell line: SK-MEL-28. Synergy scores: CSS=30.1, Synergy_ZIP=-5.01, Synergy_Bliss=4.15, Synergy_Loewe=-7.17, Synergy_HSA=4.88. (7) Cell line: PC-3. Drug 2: B(C(CC(C)C)NC(=O)C(CC1=CC=CC=C1)NC(=O)C2=NC=CN=C2)(O)O. Synergy scores: CSS=33.9, Synergy_ZIP=0.769, Synergy_Bliss=-2.88, Synergy_Loewe=-3.55, Synergy_HSA=-2.13. Drug 1: C1=CC(=CC=C1CCC2=CNC3=C2C(=O)NC(=N3)N)C(=O)NC(CCC(=O)O)C(=O)O. (8) Drug 1: B(C(CC(C)C)NC(=O)C(CC1=CC=CC=C1)NC(=O)C2=NC=CN=C2)(O)O. Drug 2: CC1C(C(CC(O1)OC2CC(CC3=C2C(=C4C(=C3O)C(=O)C5=C(C4=O)C(=CC=C5)OC)O)(C(=O)CO)O)N)O.Cl. Cell line: HS 578T. Synergy scores: CSS=50.5, Synergy_ZIP=0.566, Synergy_Bliss=-0.245, Synergy_Loewe=5.25, Synergy_HSA=6.08.